Dataset: Peptide-MHC class II binding affinity with 134,281 pairs from IEDB. Task: Regression. Given a peptide amino acid sequence and an MHC pseudo amino acid sequence, predict their binding affinity value. This is MHC class II binding data. (1) The peptide sequence is LKGIQSLRKLSSVCL. The MHC is DRB1_0802 with pseudo-sequence DRB1_0802. The binding affinity (normalized) is 0.470. (2) The peptide sequence is AAATAGTTVYDAFAA. The MHC is HLA-DQA10401-DQB10402 with pseudo-sequence HLA-DQA10401-DQB10402. The binding affinity (normalized) is 0.399. (3) The peptide sequence is EKWYFAATQFEPLAA. The MHC is HLA-DPA10201-DPB10101 with pseudo-sequence HLA-DPA10201-DPB10101. The binding affinity (normalized) is 0.811. (4) The MHC is HLA-DQA10101-DQB10501 with pseudo-sequence HLA-DQA10101-DQB10501. The peptide sequence is CPKYVKQNTLKLATG. The binding affinity (normalized) is 0. (5) The peptide sequence is SVRIRVRSGGHDYEG. The MHC is HLA-DQA10102-DQB10602 with pseudo-sequence HLA-DQA10102-DQB10602. The binding affinity (normalized) is 0.194. (6) The peptide sequence is RGTHPFSRIRDGLQY. The MHC is HLA-DQA10102-DQB10501 with pseudo-sequence HLA-DQA10102-DQB10501. The binding affinity (normalized) is 0.